Task: Predict which catalyst facilitates the given reaction.. Dataset: Catalyst prediction with 721,799 reactions and 888 catalyst types from USPTO (1) Reactant: Cl[C:2]1[N:7]=[C:6]([C:8]2[S:12][C:11]([C:13]([CH3:16])([CH3:15])[CH3:14])=[N:10][C:9]=2[C:17]2[C:18]([F:35])=[C:19]([NH:23][S:24]([C:27]3[CH:32]=[C:31]([F:33])[CH:30]=[CH:29][C:28]=3[F:34])(=[O:26])=[O:25])[CH:20]=[CH:21][CH:22]=2)[CH:5]=[CH:4][N:3]=1.[Cl-].[CH3:37][Zn+]. Product: [CH3:14][C:13]([C:11]1[S:12][C:8]([C:6]2[CH:5]=[CH:4][N:3]=[C:2]([CH3:37])[N:7]=2)=[C:9]([C:17]2[C:18]([F:35])=[C:19]([NH:23][S:24]([C:27]3[CH:32]=[C:31]([F:33])[CH:30]=[CH:29][C:28]=3[F:34])(=[O:26])=[O:25])[CH:20]=[CH:21][CH:22]=2)[N:10]=1)([CH3:16])[CH3:15]. The catalyst class is: 1. (2) Reactant: O=[C:2]1[C:11]2[C:6](=[CH:7][C:8]([C:12]([O:14][CH3:15])=[O:13])=[CH:9][CH:10]=2)[O:5][CH2:4][CH2:3]1.[CH:16]1([C:22]2[CH:28]=[CH:27][C:25]([NH2:26])=[CH:24][CH:23]=2)[CH2:21][CH2:20][CH2:19][CH2:18][CH2:17]1.[B][B][B][B][B][B][B][B][B][B]. Product: [CH:16]1([C:22]2[CH:23]=[CH:24][C:25]([NH:26][CH:2]3[C:11]4[C:6](=[CH:7][C:8]([C:12]([O:14][CH3:15])=[O:13])=[CH:9][CH:10]=4)[O:5][CH2:4][CH2:3]3)=[CH:27][CH:28]=2)[CH2:17][CH2:18][CH2:19][CH2:20][CH2:21]1. The catalyst class is: 5. (3) Product: [O:15]=[C:1]1[C:5]2[C:6]3[CH:7]=[CH:8][CH:9]=[CH:10][C:11]=3[CH:12]=[CH:13][C:4]=2[C:3](=[O:14])[N:16]1[CH:17]([C:21]1[CH:26]=[CH:25][C:24]([O:27][CH3:28])=[C:23]([O:29][CH2:30][CH3:31])[CH:22]=1)[CH2:18][C:19]#[N:20]. The catalyst class is: 15. Reactant: [C:1]1(=[O:15])[C:5]2[C:6]3[C:11]([CH:12]=[CH:13][C:4]=2[C:3](=[O:14])O1)=[CH:10][CH:9]=[CH:8][CH:7]=3.[NH2:16][CH:17]([C:21]1[CH:26]=[CH:25][C:24]([O:27][CH3:28])=[C:23]([O:29][CH2:30][CH3:31])[CH:22]=1)[CH2:18][C:19]#[N:20]. (4) Reactant: [NH2:1][C:2]1[CH:7]=[CH:6][C:5]([CH2:8][CH2:9][CH2:10][NH:11][C:12]2[C:13]3[C:20]([C:21]4[CH:26]=[CH:25][C:24]([F:27])=[CH:23][CH:22]=4)=[CH:19][S:18][C:14]=3[N:15]=[CH:16][N:17]=2)=[CH:4][CH:3]=1.[C:28](OC(=O)C)(=[O:30])[CH3:29]. Product: [F:27][C:24]1[CH:23]=[CH:22][C:21]([C:20]2[C:13]3[C:12]([NH:11][CH2:10][CH2:9][CH2:8][C:5]4[CH:6]=[CH:7][C:2]([NH:1][C:28](=[O:30])[CH3:29])=[CH:3][CH:4]=4)=[N:17][CH:16]=[N:15][C:14]=3[S:18][CH:19]=2)=[CH:26][CH:25]=1. The catalyst class is: 2.